Predict the product of the given reaction. From a dataset of Forward reaction prediction with 1.9M reactions from USPTO patents (1976-2016). (1) The product is: [Cl:20][C:21]1[CH:26]=[CH:25][CH:24]=[C:23]([Cl:27])[C:22]=1[C:28]1[NH:29][C:30]2[CH:36]=[C:35]([C:37]3[O:38][C:9]([NH:1][C:2]4[CH:3]=[N:4][CH:5]=[CH:6][CH:7]=4)=[N:40][N:39]=3)[CH:34]=[CH:33][C:31]=2[N:32]=1. Given the reactants [NH2:1][C:2]1[CH:3]=[N:4][CH:5]=[CH:6][CH:7]=1.N1(C(N2C=CN=C2)=S)C=CN=[CH:9]1.[Cl:20][C:21]1[CH:26]=[CH:25][CH:24]=[C:23]([Cl:27])[C:22]=1[C:28]1[NH:29][C:30]2[CH:36]=[C:35]([C:37]([NH:39][NH2:40])=[O:38])[CH:34]=[CH:33][C:31]=2[N:32]=1.CCN=C=NCCCN(C)C, predict the reaction product. (2) Given the reactants [H-].[Al+3].[Li+].[H-].[H-].[H-].C[O:8][C:9]([C:11]1[CH:12]=[C:13]([CH3:23])[C:14]2[N:18]=[C:17]([CH2:19][CH2:20][CH3:21])[NH:16][C:15]=2[CH:22]=1)=O.[OH-].[Na+].O, predict the reaction product. The product is: [OH:8][CH2:9][C:11]1[CH:12]=[C:13]([CH3:23])[C:14]2[N:18]=[C:17]([CH2:19][CH2:20][CH3:21])[NH:16][C:15]=2[CH:22]=1. (3) Given the reactants [F:1][C:2]1[CH:10]=[CH:9][CH:8]=[C:7]2[C:3]=1[C:4](=[O:12])O[C:6]2=[O:11].C(OC(=O)[NH:19][CH2:20][C:21]1[S:25][CH:24]=[N:23][CH:22]=1)(C)(C)C, predict the reaction product. The product is: [F:1][C:2]1[CH:10]=[CH:9][CH:8]=[C:7]2[C:3]=1[C:4](=[O:12])[N:19]([CH2:20][C:21]1[S:25][CH:24]=[N:23][CH:22]=1)[C:6]2=[O:11]. (4) Given the reactants [CH3:1][C:2]([C:7]1[CH:8]=[N:9][CH:10]=[C:11]([C:13]2[CH:14]=[C:15]3[C:20](=[CH:21][CH:22]=2)[N:19]2[C:23]([CH3:26])=[N:24][N:25]=[C:18]2[CH2:17][CH2:16]3)[CH:12]=1)([CH3:6])[C:3]([OH:5])=O.F[P-](F)(F)(F)(F)F.N1(OC(N(C)C)=[N+](C)C)[C:38]2[N:39]=[CH:40]C=CC=2N=N1.CNC.O1CCCC1.C(N(C(C)C)CC)(C)C.[F:68][C:69]([F:74])([F:73])[C:70]([OH:72])=[O:71], predict the reaction product. The product is: [F:68][C:69]([F:74])([F:73])[C:70]([OH:72])=[O:71].[CH3:38][N:39]([CH3:40])[C:3](=[O:5])[C:2]([CH3:6])([C:7]1[CH:8]=[N:9][CH:10]=[C:11]([C:13]2[CH:14]=[C:15]3[C:20](=[CH:21][CH:22]=2)[N:19]2[C:23]([CH3:26])=[N:24][N:25]=[C:18]2[CH2:17][CH2:16]3)[CH:12]=1)[CH3:1]. (5) Given the reactants [F:1][C:2]1[CH:3]=[C:4]([S:9]([C:12]2[CH:13]=[C:14]3[C:18](=[CH:19][CH:20]=2)[N:17](C(C2C=CC=CC=2)(C2C=CC=CC=2)C2C=CC=CC=2)[N:16]=[C:15]3[NH:40][C:41](=[O:61])[C:42]2[CH:47]=[CH:46][C:45]([N:48]([CH3:57])[CH2:49][CH2:50][N:51]3[CH2:56][CH2:55][CH2:54][CH2:53][CH2:52]3)=[CH:44][C:43]=2[N+:58]([O-:60])=[O:59])(=[O:11])=[O:10])[CH:5]=[C:6]([F:8])[CH:7]=1.[ClH:62], predict the reaction product. The product is: [ClH:62].[F:8][C:6]1[CH:5]=[C:4]([S:9]([C:12]2[CH:13]=[C:14]3[C:18](=[CH:19][CH:20]=2)[NH:17][N:16]=[C:15]3[NH:40][C:41](=[O:61])[C:42]2[CH:47]=[CH:46][C:45]([N:48]([CH3:57])[CH2:49][CH2:50][N:51]3[CH2:52][CH2:53][CH2:54][CH2:55][CH2:56]3)=[CH:44][C:43]=2[N+:58]([O-:60])=[O:59])(=[O:11])=[O:10])[CH:3]=[C:2]([F:1])[CH:7]=1. (6) Given the reactants [NH2:1][C:2](=[O:29])[CH2:3][N:4]1[C:13]2[C:8](=[N:9][CH:10]=[C:11]([CH2:14][C:15]3[CH:20]=[CH:19][C:18]([F:21])=[CH:17][CH:16]=3)[CH:12]=2)[C:7]([OH:22])=[C:6]([C:23](OCC)=[O:24])[C:5]1=[O:28].[NH2:30][CH2:31][CH2:32][N:33]1[CH2:38][CH2:37][O:36][CH2:35][CH2:34]1, predict the reaction product. The product is: [NH2:1][C:2](=[O:29])[CH2:3][N:4]1[C:13]2[C:8](=[N:9][CH:10]=[C:11]([CH2:14][C:15]3[CH:20]=[CH:19][C:18]([F:21])=[CH:17][CH:16]=3)[CH:12]=2)[C:7]([OH:22])=[C:6]([C:23]([NH:30][CH2:31][CH2:32][N:33]2[CH2:38][CH2:37][O:36][CH2:35][CH2:34]2)=[O:24])[C:5]1=[O:28].